Dataset: Forward reaction prediction with 1.9M reactions from USPTO patents (1976-2016). Task: Predict the product of the given reaction. (1) Given the reactants [H-].[Na+].[C:3]1([C:5](=[CH:7][CH:8]=[CH:9][CH:10]=1)[OH:6])[OH:4].[CH3:11][O:12][CH2:13]Cl.CN(C=O)C.C[CH2:21][O:22][CH2:23]C, predict the reaction product. The product is: [CH3:11][O:12][CH2:13][O:4][C:3]1[CH:10]=[CH:9][CH:8]=[CH:7][C:5]=1[O:6][CH2:21][O:22][CH3:23]. (2) Given the reactants [CH:1]12[CH2:9][CH:5]([CH2:6][NH:7][CH2:8]1)[CH2:4][N:3]([CH2:10][CH2:11][CH2:12][CH:13]([C:25]1[CH:32]=[CH:31][C:28]([C:29]#[N:30])=[CH:27][CH:26]=1)[O:14][C:15]1[CH:20]=[CH:19][C:18]([O:21][CH3:22])=[C:17]([O:23][CH3:24])[CH:16]=1)[CH2:2]2.[CH2:33]([N:35]=[C:36]=[O:37])[CH3:34], predict the reaction product. The product is: [C:29]([C:28]1[CH:27]=[CH:26][C:25]([CH:13]([O:14][C:15]2[CH:20]=[CH:19][C:18]([O:21][CH3:22])=[C:17]([O:23][CH3:24])[CH:16]=2)[CH2:12][CH2:11][CH2:10][N:3]2[CH2:2][CH:1]3[CH2:9][CH:5]([CH2:6][N:7]([C:36]([NH:35][CH2:33][CH3:34])=[O:37])[CH2:8]3)[CH2:4]2)=[CH:32][CH:31]=1)#[N:30].